Regression. Given two drug SMILES strings and cell line genomic features, predict the synergy score measuring deviation from expected non-interaction effect. From a dataset of NCI-60 drug combinations with 297,098 pairs across 59 cell lines. (1) Drug 1: CS(=O)(=O)C1=CC(=C(C=C1)C(=O)NC2=CC(=C(C=C2)Cl)C3=CC=CC=N3)Cl. Drug 2: CC12CCC(CC1=CCC3C2CCC4(C3CC=C4C5=CN=CC=C5)C)O. Cell line: ACHN. Synergy scores: CSS=4.21, Synergy_ZIP=2.45, Synergy_Bliss=6.32, Synergy_Loewe=5.22, Synergy_HSA=3.78. (2) Drug 1: CCCS(=O)(=O)NC1=C(C(=C(C=C1)F)C(=O)C2=CNC3=C2C=C(C=N3)C4=CC=C(C=C4)Cl)F. Drug 2: C1=CC(=CC=C1C#N)C(C2=CC=C(C=C2)C#N)N3C=NC=N3. Cell line: TK-10. Synergy scores: CSS=11.6, Synergy_ZIP=-1.26, Synergy_Bliss=4.33, Synergy_Loewe=3.18, Synergy_HSA=3.91. (3) Drug 1: C1CN1C2=NC(=NC(=N2)N3CC3)N4CC4. Drug 2: CN(CCCl)CCCl.Cl. Cell line: BT-549. Synergy scores: CSS=30.5, Synergy_ZIP=-11.6, Synergy_Bliss=-5.79, Synergy_Loewe=-2.59, Synergy_HSA=-0.826. (4) Drug 1: C1=CC(=CC=C1CC(C(=O)O)N)N(CCCl)CCCl.Cl. Drug 2: CN(C(=O)NC(C=O)C(C(C(CO)O)O)O)N=O. Cell line: K-562. Synergy scores: CSS=18.8, Synergy_ZIP=-4.07, Synergy_Bliss=-4.00, Synergy_Loewe=-12.6, Synergy_HSA=-6.16. (5) Drug 1: CCC1(CC2CC(C3=C(CCN(C2)C1)C4=CC=CC=C4N3)(C5=C(C=C6C(=C5)C78CCN9C7C(C=CC9)(C(C(C8N6C)(C(=O)OC)O)OC(=O)C)CC)OC)C(=O)OC)O.OS(=O)(=O)O. Drug 2: CN1C2=C(C=C(C=C2)N(CCCl)CCCl)N=C1CCCC(=O)O.Cl. Cell line: SF-268. Synergy scores: CSS=4.97, Synergy_ZIP=-2.48, Synergy_Bliss=-5.19, Synergy_Loewe=-5.59, Synergy_HSA=-5.54. (6) Drug 1: CC1=C(C=C(C=C1)NC2=NC=CC(=N2)N(C)C3=CC4=NN(C(=C4C=C3)C)C)S(=O)(=O)N.Cl. Drug 2: CCC(=C(C1=CC=CC=C1)C2=CC=C(C=C2)OCCN(C)C)C3=CC=CC=C3.C(C(=O)O)C(CC(=O)O)(C(=O)O)O. Cell line: MCF7. Synergy scores: CSS=4.24, Synergy_ZIP=-1.01, Synergy_Bliss=-1.38, Synergy_Loewe=-7.05, Synergy_HSA=-4.17.